Dataset: Merck oncology drug combination screen with 23,052 pairs across 39 cell lines. Task: Regression. Given two drug SMILES strings and cell line genomic features, predict the synergy score measuring deviation from expected non-interaction effect. Drug 1: COC1=C2CC(C)CC(OC)C(O)C(C)C=C(C)C(OC(N)=O)C(OC)C=CC=C(C)C(=O)NC(=CC1=O)C2=O. Drug 2: CCc1cnn2c(NCc3ccc[n+]([O-])c3)cc(N3CCCCC3CCO)nc12. Cell line: UWB1289BRCA1. Synergy scores: synergy=-23.6.